From a dataset of Full USPTO retrosynthesis dataset with 1.9M reactions from patents (1976-2016). Predict the reactants needed to synthesize the given product. (1) Given the product [C:8]([O:12][C:13]([N:15]1[CH2:20][CH2:19][C@:18]([OH:44])([C:21]2[CH:22]=[CH:23][C:24]([CH2:27][O:28][CH2:29][C@@H:30]([CH3:43])[CH2:31][N:1]3[CH:5]=[N:4][N:3]=[N:2]3)=[CH:25][CH:26]=2)[C@@H:17]([O:45][CH2:46][C:47]2[CH:48]=[CH:49][C:50]3[O:55][CH2:54][CH2:53][N:52]([CH2:56][CH2:57][CH2:58][O:59][CH3:60])[C:51]=3[CH:61]=2)[CH2:16]1)=[O:14])([CH3:10])([CH3:9])[CH3:11], predict the reactants needed to synthesize it. The reactants are: [NH:1]1[CH:5]=[N:4][N:3]=[N:2]1.[H-].[Na+].[C:8]([O:12][C:13]([N:15]1[CH2:20][CH2:19][C@:18]([OH:44])([C:21]2[CH:26]=[CH:25][C:24]([CH2:27][O:28][CH2:29][C@@H:30]([CH3:43])[CH2:31]OS(C3C=CC(C)=CC=3)(=O)=O)=[CH:23][CH:22]=2)[C@@H:17]([O:45][CH2:46][C:47]2[CH:48]=[CH:49][C:50]3[O:55][CH2:54][CH2:53][N:52]([CH2:56][CH2:57][CH2:58][O:59][CH3:60])[C:51]=3[CH:61]=2)[CH2:16]1)=[O:14])([CH3:11])([CH3:10])[CH3:9].O. (2) Given the product [Br-:31].[C:1]([O:5][C:6]([NH:8][CH:9]([CH2:21][C:22]1[C:30]2[C:25](=[CH:26][CH:27]=[CH:28][CH:29]=2)[NH:24][CH:23]=1)[C:10]([O:12][C@@H:13]1[CH:18]2[CH2:17][CH2:16][N+:15]([CH2:32][C:33](=[O:34])[C:35]3[CH:40]=[CH:39][CH:38]=[CH:37][CH:36]=3)([CH2:20][CH2:19]2)[CH2:14]1)=[O:11])=[O:7])([CH3:4])([CH3:2])[CH3:3], predict the reactants needed to synthesize it. The reactants are: [C:1]([O:5][C:6]([NH:8][CH:9]([CH2:21][C:22]1[C:30]2[C:25](=[CH:26][CH:27]=[CH:28][CH:29]=2)[NH:24][CH:23]=1)[C:10]([O:12][C@@H:13]1[CH:18]2[CH2:19][CH2:20][N:15]([CH2:16][CH2:17]2)[CH2:14]1)=[O:11])=[O:7])([CH3:4])([CH3:3])[CH3:2].[Br:31][CH2:32][C:33]([C:35]1[CH:40]=[CH:39][CH:38]=[CH:37][CH:36]=1)=[O:34]. (3) Given the product [Br:26][CH2:2][CH2:3][CH2:4][CH2:5][CH2:6][N:7]1[C:16]2[C:11]([C:12](=[O:18])[NH:13][C:14](=[O:17])[N:15]=2)=[N:10][C:9]2[CH:19]=[C:20]([CH3:24])[C:21]([CH3:23])=[CH:22][C:8]1=2, predict the reactants needed to synthesize it. The reactants are: O[CH2:2][CH2:3][CH2:4][CH2:5][CH2:6][N:7]1[C:16]2[C:11]([C:12](=[O:18])[NH:13][C:14](=[O:17])[N:15]=2)=[N:10][C:9]2[CH:19]=[C:20]([CH3:24])[C:21]([CH3:23])=[CH:22][C:8]1=2.C(Br)(Br)(Br)[Br:26].C1(P(C2C=CC=CC=2)C2C=CC=CC=2)C=CC=CC=1.